Dataset: Reaction yield outcomes from USPTO patents with 853,638 reactions. Task: Predict the reaction yield, written as a fraction of the theoretical maximum amount of product (1.0 means a 100% yield; for example, 0.34 means a 34% yield). (1) The reactants are [CH2:1]([N:8]1[C:13](=[O:14])[CH:12]=[CH:11][C:10]([CH2:15][C:16]2[C:24]3[C:19](=[CH:20][CH:21]=[CH:22][CH:23]=3)[N:18]([CH2:25][C:26]([O:28]C)=[O:27])[C:17]=2[CH3:30])=[N:9]1)[C:2]1[CH:7]=[CH:6][CH:5]=[CH:4][CH:3]=1.C1COCC1.[OH-].[Li+].Cl. The catalyst is O.CO. The product is [CH2:1]([N:8]1[C:13](=[O:14])[CH:12]=[CH:11][C:10]([CH2:15][C:16]2[C:24]3[C:19](=[CH:20][CH:21]=[CH:22][CH:23]=3)[N:18]([CH2:25][C:26]([OH:28])=[O:27])[C:17]=2[CH3:30])=[N:9]1)[C:2]1[CH:7]=[CH:6][CH:5]=[CH:4][CH:3]=1. The yield is 0.500. (2) The reactants are [N+:1]([C:4]1[CH:5]=[C:6]([C:16]2[CH:21]=[CH:20][N:19]=[CH:18][CH:17]=2)[C:7]([C:11]2[O:12][CH:13]=[CH:14][N:15]=2)=[N:8][C:9]=1[NH2:10])([O-])=O. The catalyst is [Pd].C(O)C. The product is [O:12]1[CH:13]=[CH:14][N:15]=[C:11]1[C:7]1[C:6]([C:16]2[CH:21]=[CH:20][N:19]=[CH:18][CH:17]=2)=[CH:5][C:4]([NH2:1])=[C:9]([NH2:10])[N:8]=1. The yield is 0.970. (3) The reactants are [C:1]([NH:24][C@@H:25]([CH3:30])[C:26]([O:28]C)=[O:27])(=[O:23])[CH2:2][CH2:3]/[CH:4]=[CH:5]\[CH2:6]/[CH:7]=[CH:8]\[CH2:9]/[CH:10]=[CH:11]\[CH2:12]/[CH:13]=[CH:14]\[CH2:15]/[CH:16]=[CH:17]\[CH2:18]/[CH:19]=[CH:20]\[CH2:21][CH3:22].[OH-].[Na+].Cl. The catalyst is C1COCC1. The product is [C:1]([NH:24][C@@H:25]([CH3:30])[C:26]([OH:28])=[O:27])(=[O:23])[CH2:2][CH2:3]/[CH:4]=[CH:5]\[CH2:6]/[CH:7]=[CH:8]\[CH2:9]/[CH:10]=[CH:11]\[CH2:12]/[CH:13]=[CH:14]\[CH2:15]/[CH:16]=[CH:17]\[CH2:18]/[CH:19]=[CH:20]\[CH2:21][CH3:22]. The yield is 0.969. (4) The reactants are [CH3:1][O:2][C:3](=[O:22])[C:4]1[CH:9]=[C:8]([CH:10]([OH:13])[CH2:11][CH3:12])[C:7]([C:14]([F:17])([F:16])[F:15])=[CH:6][C:5]=1[NH:18]C(=O)C.O.[C:24]1(C)[CH:29]=CC(S(O)(=O)=O)=C[CH:25]=1. The catalyst is C(O)CC.O.CCOC(C)=O. The product is [CH3:1][O:2][C:3](=[O:22])[C:4]1[CH:9]=[C:8]([CH:10]([O:13][CH2:25][CH2:24][CH3:29])[CH2:11][CH3:12])[C:7]([C:14]([F:15])([F:16])[F:17])=[CH:6][C:5]=1[NH2:18]. The yield is 0.440. (5) The reactants are [N:1]1([C:7]([NH:9][CH2:10][CH2:11][NH:12]C(=O)OC(C)(C)C)=[O:8])[CH2:6][CH2:5][O:4][CH2:3][CH2:2]1.C(O)(C(F)(F)F)=O. The catalyst is C(Cl)Cl. The product is [NH2:12][CH2:11][CH2:10][NH:9][C:7]([N:1]1[CH2:6][CH2:5][O:4][CH2:3][CH2:2]1)=[O:8]. The yield is 0.910. (6) The reactants are C[O:2][C:3](=[O:31])[C:4]1[CH:9]=[CH:8][C:7]([C:10]2[CH:11]=[N:12][C:13]([NH2:30])=[C:14]([O:16][CH:17]([C:19]3[CH:24]=[CH:23][CH:22]=[C:21]([F:25])[C:20]=3[C:26]([F:29])([F:28])[F:27])[CH3:18])[CH:15]=2)=[CH:6][CH:5]=1.O.[Li+].[OH-]. The catalyst is CC(O)C.CCOC(C)=O. The product is [NH2:30][C:13]1[N:12]=[CH:11][C:10]([C:7]2[CH:8]=[CH:9][C:4]([C:3]([OH:31])=[O:2])=[CH:5][CH:6]=2)=[CH:15][C:14]=1[O:16][CH:17]([C:19]1[CH:24]=[CH:23][CH:22]=[C:21]([F:25])[C:20]=1[C:26]([F:29])([F:28])[F:27])[CH3:18]. The yield is 0.880.